This data is from Full USPTO retrosynthesis dataset with 1.9M reactions from patents (1976-2016). The task is: Predict the reactants needed to synthesize the given product. (1) Given the product [C:1]([C:5]1[N:10]=[CH:9][C:8]([C:11]2[N:12]([C:32]([N:34]3[CH2:39][CH2:38][CH:37]([CH2:40][C:41]([NH:52][CH2:51][C:50]4[CH:53]=[C:54]([CH3:56])[CH:55]=[C:48]([F:47])[CH:49]=4)=[O:42])[CH2:36][CH2:35]3)=[O:33])[C@@:13]([C:25]3[CH:30]=[CH:29][C:28]([Cl:31])=[CH:27][CH:26]=3)([CH3:24])[C@@:14]([C:17]3[CH:18]=[CH:19][C:20]([Cl:23])=[CH:21][CH:22]=3)([CH3:16])[N:15]=2)=[C:7]([O:44][CH2:45][CH3:46])[CH:6]=1)([CH3:2])([CH3:3])[CH3:4], predict the reactants needed to synthesize it. The reactants are: [C:1]([C:5]1[N:10]=[CH:9][C:8]([C:11]2[N:12]([C:32]([N:34]3[CH2:39][CH2:38][CH:37]([CH2:40][C:41](O)=[O:42])[CH2:36][CH2:35]3)=[O:33])[C@@:13]([C:25]3[CH:30]=[CH:29][C:28]([Cl:31])=[CH:27][CH:26]=3)([CH3:24])[C@@:14]([C:17]3[CH:22]=[CH:21][C:20]([Cl:23])=[CH:19][CH:18]=3)([CH3:16])[N:15]=2)=[C:7]([O:44][CH2:45][CH3:46])[CH:6]=1)([CH3:4])([CH3:3])[CH3:2].[F:47][C:48]1[CH:49]=[C:50]([CH:53]=[C:54]([CH3:56])[CH:55]=1)[CH2:51][NH2:52]. (2) Given the product [CH2:1]([O:3][C:4]([C:6]1[S:10][C:9]([N:22]([CH3:21])[CH:23]2[CH2:28][CH2:27][O:26][CH2:25][CH2:24]2)=[N:8][C:7]=1[CH:12]([CH3:14])[CH3:13])=[O:5])[CH3:2], predict the reactants needed to synthesize it. The reactants are: [CH2:1]([O:3][C:4]([C:6]1[S:10][C:9](Br)=[N:8][C:7]=1[CH:12]([CH3:14])[CH3:13])=[O:5])[CH3:2].C(=O)([O-])[O-].[K+].[K+].[CH3:21][NH:22][CH:23]1[CH2:28][CH2:27][O:26][CH2:25][CH2:24]1. (3) The reactants are: [Br:1][C:2]1[N:3]=[C:4]([Cl:10])[C:5]([NH:8][NH2:9])=[N:6][CH:7]=1.Cl[C:12](Cl)([O:14]C(=O)OC(Cl)(Cl)Cl)Cl. Given the product [Br:1][C:2]1[N:3]=[C:4]([Cl:10])[C:5]2[N:6]([C:12](=[O:14])[NH:9][N:8]=2)[CH:7]=1, predict the reactants needed to synthesize it. (4) The reactants are: [Br:1][C:2]1[C:3]([Cl:11])=[N:4][CH:5]=[C:6]([CH:10]=1)[C:7]([OH:9])=O.[F:12][C:13]([F:24])([F:23])[S:14]([C:16]1[CH:22]=[CH:21][C:19]([NH2:20])=[CH:18][CH:17]=1)=[O:15]. Given the product [Br:1][C:2]1[C:3]([Cl:11])=[N:4][CH:5]=[C:6]([CH:10]=1)[C:7]([NH:20][C:19]1[CH:21]=[CH:22][C:16]([S:14]([C:13]([F:24])([F:12])[F:23])=[O:15])=[CH:17][CH:18]=1)=[O:9], predict the reactants needed to synthesize it. (5) The reactants are: C[O:2][C:3]([C:5]1[CH:6]=[CH:7][C:8]2[N:9]([C:11]([NH:14][C:15]([CH3:18])([CH3:17])[CH3:16])=[CH:12][N:13]=2)[CH:10]=1)=[O:4].[OH-].[Na+:20]. Given the product [C:15]([NH:14][C:11]1[N:9]2[CH:10]=[C:5]([C:3]([O-:4])=[O:2])[CH:6]=[CH:7][C:8]2=[N:13][CH:12]=1)([CH3:18])([CH3:16])[CH3:17].[Na+:20], predict the reactants needed to synthesize it. (6) Given the product [NH:10]1[CH:11]=[C:12]([CH:13]2[C:21]3[C:16](=[CH:17][CH:18]=[C:19]([CH2:22][CH:23]([CH3:24])[CH3:25])[CH:20]=3)[CH:15]([OH:26])[CH2:14]2)[N:8]=[CH:9]1, predict the reactants needed to synthesize it. The reactants are: C([N:8]1[C:12]([CH:13]2[C:21]3[C:16](=[CH:17][CH:18]=[C:19]([CH2:22][CH:23]([CH3:25])[CH3:24])[CH:20]=3)[C:15](=[O:26])[CH2:14]2)=[CH:11][N:10]=[CH:9]1)C1C=CC=CC=1.[H][H]. (7) Given the product [Cl:24][C:21]1[CH:22]=[CH:23][C:18]([C:13]2[C:12]([CH2:11][O:10][C:7]3[CH:8]=[CH:9][C:4]([C:3]([NH:29][CH:26]4[CH2:28][CH2:27]4)=[O:25])=[CH:5][N:6]=3)=[C:16]([CH3:17])[O:15][N:14]=2)=[CH:19][CH:20]=1, predict the reactants needed to synthesize it. The reactants are: CO[C:3](=[O:25])[C:4]1[CH:9]=[CH:8][C:7]([O:10][CH2:11][C:12]2[C:13]([C:18]3[CH:23]=[CH:22][C:21]([Cl:24])=[CH:20][CH:19]=3)=[N:14][O:15][C:16]=2[CH3:17])=[N:6][CH:5]=1.[CH:26]1([NH2:29])[CH2:28][CH2:27]1. (8) Given the product [F:19][C:20]1[CH:25]=[C:24]([F:26])[CH:23]=[CH:22][C:21]=1[S:27]([NH:9][C:8]1[C:3]([O:2][CH3:1])=[N:4][CH:5]=[C:6]([B:10]2[O:14][C:13]([CH3:16])([CH3:15])[C:12]([CH3:18])([CH3:17])[O:11]2)[CH:7]=1)(=[O:29])=[O:28], predict the reactants needed to synthesize it. The reactants are: [CH3:1][O:2][C:3]1[C:8]([NH2:9])=[CH:7][C:6]([B:10]2[O:14][C:13]([CH3:16])([CH3:15])[C:12]([CH3:18])([CH3:17])[O:11]2)=[CH:5][N:4]=1.[F:19][C:20]1[CH:25]=[C:24]([F:26])[CH:23]=[CH:22][C:21]=1[S:27](Cl)(=[O:29])=[O:28]. (9) Given the product [OH:1][C@H:2]([CH2:35][O:36][Si:40]([CH:44]([CH3:46])[CH3:45])([CH:41]([CH3:43])[CH3:42])[CH:37]([CH3:39])[CH3:38])[CH2:3][NH:4][C:5]([C:7]1[NH:8][C:9]([C:12]2[CH:17]=[C:16]([O:18][C:19]3[CH:20]=[CH:21][C:22]([S:25]([CH3:28])(=[O:26])=[O:27])=[CH:23][CH:24]=3)[CH:15]=[C:14]([O:29][C@@H:30]([CH3:34])[CH2:31][O:32][CH3:33])[CH:13]=2)=[CH:10][CH:11]=1)=[O:6], predict the reactants needed to synthesize it. The reactants are: [OH:1][C@H:2]([CH2:35][OH:36])[CH2:3][NH:4][C:5]([C:7]1[NH:8][C:9]([C:12]2[CH:17]=[C:16]([O:18][C:19]3[CH:24]=[CH:23][C:22]([S:25]([CH3:28])(=[O:27])=[O:26])=[CH:21][CH:20]=3)[CH:15]=[C:14]([O:29][C@@H:30]([CH3:34])[CH2:31][O:32][CH3:33])[CH:13]=2)=[CH:10][CH:11]=1)=[O:6].[CH:37]([Si:40](Cl)([CH:44]([CH3:46])[CH3:45])[CH:41]([CH3:43])[CH3:42])([CH3:39])[CH3:38].C(N(CC)CC)C.O.